This data is from Forward reaction prediction with 1.9M reactions from USPTO patents (1976-2016). The task is: Predict the product of the given reaction. (1) Given the reactants [CH3:1][S:2]([CH2:5][N:6]1[C:14]2[CH:13]=[C:12]([NH:15][C:16](=[O:22])OC(C)(C)C)[N:11]=[CH:10][C:9]=2[CH:8]=[CH:7]1)(=[O:4])=[O:3].N1C=CC=CC=1.ClC([C:32]1[CH:41]=[CH:40][C:35]([C:36]([O:38][CH3:39])=[O:37])=[CH:34][CH:33]=1)=O, predict the reaction product. The product is: [CH3:1][S:2]([CH2:5][N:6]1[C:14]2[CH:13]=[C:12]([NH:15][C:16]([C:32]3[CH:41]=[CH:40][C:35]([C:36]([O:38][CH3:39])=[O:37])=[CH:34][CH:33]=3)=[O:22])[N:11]=[CH:10][C:9]=2[CH:8]=[CH:7]1)(=[O:3])=[O:4]. (2) Given the reactants [CH3:1][N:2]1[C:7](=[O:8])[CH:6]=[CH:5][C:4]([C:9](=[O:27])[CH2:10][C@H:11]([C:19]2[CH:26]=[CH:25][C:22]([C:23]#[N:24])=[CH:21][CH:20]=2)[C:12]2[CH:17]=[CH:16][CH:15]=[CH:14][C:13]=2[CH3:18])=[CH:3]1.[N-:28]=[N+:29]=[N-:30].[Na+].[Cl-].[NH4+], predict the reaction product. The product is: [NH:28]1[C:23]([C:22]2[CH:21]=[CH:20][C:19]([C@H:11]([C:12]3[CH:17]=[CH:16][CH:15]=[CH:14][C:13]=3[CH3:18])[CH2:10][C:9]([C:4]3[CH:5]=[CH:6][C:7](=[O:8])[N:2]([CH3:1])[CH:3]=3)=[O:27])=[CH:26][CH:25]=2)=[N:24][N:30]=[N:29]1. (3) Given the reactants [C:1]([NH:4][CH:5](C(OCC)=O)[C:6]([O:8]CC)=[O:7])(=[O:3])[CH3:2].CC(C)([O-])C.[K+].[C:22]1([C:28](Br)(Br)[C:29]2[CH:34]=[CH:33][CH:32]=[CH:31][CH:30]=2)[CH:27]=[CH:26][CH:25]=[CH:24][CH:23]=1.[OH-].[Na+], predict the reaction product. The product is: [C:1]([NH:4][CH:5]([CH:28]([C:29]1[CH:34]=[CH:33][CH:32]=[CH:31][CH:30]=1)[C:22]1[CH:27]=[CH:26][CH:25]=[CH:24][CH:23]=1)[C:6]([OH:8])=[O:7])(=[O:3])[CH3:2]. (4) The product is: [N:31]1[CH:36]=[CH:35][CH:34]=[C:33]([C:37]2[CH:42]=[CH:41][N:40]=[C:39]([NH:43][C:13]3[CH:12]=[CH:11][C:10]([C:9]([NH:8][C:3]4[CH:4]=[CH:5][CH:6]=[CH:7][C:2]=4[NH2:1])=[O:30])=[CH:15][CH:14]=3)[N:38]=2)[CH:32]=1. Given the reactants [NH2:1][C:2]1[CH:7]=[CH:6][CH:5]=[CH:4][C:3]=1[NH:8][C:9](=[O:30])[C:10]1[CH:15]=[CH:14][C:13](CNC2N=C(C3C=NC=CN=3)C=CN=2)=[CH:12][CH:11]=1.[N:31]1[CH:36]=[CH:35][CH:34]=[C:33]([C:37]2[CH:42]=[CH:41][N:40]=[C:39]([NH:43]C3C=CC(C(O)=O)=CC=3)[N:38]=2)[CH:32]=1, predict the reaction product.